From a dataset of Forward reaction prediction with 1.9M reactions from USPTO patents (1976-2016). Predict the product of the given reaction. (1) Given the reactants C([O:3][C:4]([C:6]1[CH:7]=[C:8]2[C:13](=[CH:14][CH:15]=1)[NH:12][C:11]([C:16]1[CH:21]=[CH:20][CH:19]=[CH:18][CH:17]=1)=[CH:10][C:9]2=[O:22])=[O:5])C.[OH-].[Na+], predict the reaction product. The product is: [O:22]=[C:9]1[C:8]2[C:13](=[CH:14][CH:15]=[C:6]([C:4]([OH:5])=[O:3])[CH:7]=2)[NH:12][C:11]([C:16]2[CH:17]=[CH:18][CH:19]=[CH:20][CH:21]=2)=[CH:10]1. (2) Given the reactants [C:1]([C:3]1[C:4]([C:31]2[CH:36]=[CH:35][CH:34]=[C:33]([N+:37]([O-:39])=[O:38])[CH:32]=2)=[N:5][C:6]([S:29][CH3:30])=[N:7][C:8]=1[CH:9]=P(C1C=CC=CC=1)(C1C=CC=CC=1)C1C=CC=CC=1)#[N:2].[CH2:40]=O, predict the reaction product. The product is: [C:1]([C:3]1[C:4]([C:31]2[CH:36]=[CH:35][CH:34]=[C:33]([N+:37]([O-:39])=[O:38])[CH:32]=2)=[N:5][C:6]([S:29][CH3:30])=[N:7][C:8]=1[CH:9]=[CH2:40])#[N:2]. (3) Given the reactants [SH-:1].[Na+].[CH2:3]([S:5]([C:8]1[CH:13]=[CH:12][C:11](F)=[C:10]([Cl:15])[CH:9]=1)(=[O:7])=[O:6])[CH3:4], predict the reaction product. The product is: [Cl:15][C:10]1[CH:9]=[C:8]([S:5]([CH2:3][CH3:4])(=[O:7])=[O:6])[CH:13]=[CH:12][C:11]=1[SH:1]. (4) Given the reactants [OH:1][C:2]1[CH:3]=[C:4]([CH:7]=[CH:8][CH:9]=1)[C:5]#[N:6].Cl[C:11]1[CH:16]=[CH:15][C:14]([Cl:17])=[CH:13][N:12]=1, predict the reaction product. The product is: [Cl:17][C:14]1[CH:15]=[CH:16][C:11]([O:1][C:2]2[CH:3]=[C:4]([CH:7]=[CH:8][CH:9]=2)[C:5]#[N:6])=[N:12][CH:13]=1. (5) Given the reactants [NH2:1][CH2:2][C:3]1[CH:8]=[CH:7][NH:6][C:5](=[O:9])[CH:4]=1.[OH-].[Na+].[CH3:12][C:13]([O:16][C:17](O[C:17]([O:16][C:13]([CH3:15])([CH3:14])[CH3:12])=[O:18])=[O:18])([CH3:15])[CH3:14].OS([O-])(=O)=O.[Na+], predict the reaction product. The product is: [O:9]=[C:5]1[CH:4]=[C:3]([CH2:2][NH:1][C:17](=[O:18])[O:16][C:13]([CH3:15])([CH3:14])[CH3:12])[CH:8]=[CH:7][NH:6]1. (6) The product is: [C:1]([O:5][C:6]([N:8]1[CH2:9][CH2:10][C:11]2([C:15](=[O:16])[N:14]([C:17]3[CH:22]=[CH:21][C:20]([CH:23]4[CH2:28][CH2:27][CH:26]([N:37]5[CH2:40][CH2:39][CH2:38]5)[CH2:25][CH2:24]4)=[CH:19][C:18]=3[F:34])[CH2:13][CH2:12]2)[CH2:35][CH2:36]1)=[O:7])([CH3:3])([CH3:4])[CH3:2]. Given the reactants [C:1]([O:5][C:6]([N:8]1[CH2:36][CH2:35][C:11]2([C:15](=[O:16])[N:14]([C:17]3[CH:22]=[CH:21][C:20]([CH:23]4[CH2:28][CH2:27][CH:26](OS(C)(=O)=O)[CH2:25][CH2:24]4)=[CH:19][C:18]=3[F:34])[CH2:13][CH2:12]2)[CH2:10][CH2:9]1)=[O:7])([CH3:4])([CH3:3])[CH3:2].[NH:37]1[CH2:40][CH2:39][CH2:38]1, predict the reaction product.